Dataset: Reaction yield outcomes from USPTO patents with 853,638 reactions. Task: Predict the reaction yield, written as a fraction of the theoretical maximum amount of product (1.0 means a 100% yield; for example, 0.34 means a 34% yield). (1) The reactants are [CH:1]1([CH2:6][C@H:7]([N:11]2[CH2:19][C:18]3[C:13](=[CH:14][CH:15]=[CH:16][CH:17]=3)[C:12]2=[O:20])[C:8]([OH:10])=O)[CH2:5][CH2:4][CH2:3][CH2:2]1.[CH:21]([O:24][CH2:25][CH2:26][N:27]1[CH:31]=[CH:30][C:29]([NH2:32])=[N:28]1)(C)C.F[P-](F)(F)(F)(F)F.N1(O[P+](N(C)C)(N(C)C)N(C)C)C2C=CC=CC=2N=N1.C(N(CC)C(C)C)(C)C. The catalyst is C(Cl)Cl. The product is [CH:1]1([CH2:6][C@H:7]([N:11]2[CH2:19][C:18]3[C:13](=[CH:14][CH:15]=[CH:16][CH:17]=3)[C:12]2=[O:20])[C:8]([NH:32][C:29]2[CH:30]=[CH:31][N:27]([CH2:26][CH2:25][O:24][CH3:21])[N:28]=2)=[O:10])[CH2:2][CH2:3][CH2:4][CH2:5]1. The yield is 0.750. (2) The reactants are [Cl:1][C:2]1[CH:7]=[CH:6][C:5]([CH:8]=[CH:9][N+:10]([O-])=O)=[C:4]([CH3:13])[CH:3]=1.[H-].[Al+3].[Li+].[H-].[H-].[H-]. The catalyst is O1CCCC1. The product is [Cl:1][C:2]1[CH:7]=[CH:6][C:5]([CH2:8][CH2:9][NH2:10])=[C:4]([CH3:13])[CH:3]=1. The yield is 0.750. (3) The reactants are [CH3:1][C:2]1[N:7]=[C:6]([C:8]([OH:10])=O)[CH:5]=[CH:4][C:3]=1[N+:11]([O-:13])=[O:12].[N:14]1([CH2:20][CH2:21][NH2:22])[CH2:19][CH2:18][O:17][CH2:16][CH2:15]1.CN(C(ON1N=NC2C=CC=CC1=2)=[N+](C)C)C.[B-](F)(F)(F)F.CCN(C(C)C)C(C)C. The catalyst is C(Cl)Cl. The product is [CH3:1][C:2]1[N:7]=[C:6]([C:8]([NH:22][CH2:21][CH2:20][N:14]2[CH2:19][CH2:18][O:17][CH2:16][CH2:15]2)=[O:10])[CH:5]=[CH:4][C:3]=1[N+:11]([O-:13])=[O:12]. The yield is 0.300.